Dataset: Reaction yield outcomes from USPTO patents with 853,638 reactions. Task: Predict the reaction yield, written as a fraction of the theoretical maximum amount of product (1.0 means a 100% yield; for example, 0.34 means a 34% yield). (1) The reactants are Cl[C:2]1[CH:7]=[C:6]([N+:8]([O-:10])=[O:9])[CH:5]=[CH:4][N+:3]=1[O-:11].[CH3:12][O:13][C:14]1[CH:19]=[CH:18][C:17]([CH2:20][NH2:21])=[CH:16][CH:15]=1. The catalyst is C(O)C. The product is [CH3:12][O:13][C:14]1[CH:19]=[CH:18][C:17]([CH2:20][NH:21][C:2]2[N+:3]([O-:11])=[CH:4][CH:5]=[C:6]([N+:8]([O-:10])=[O:9])[CH:7]=2)=[CH:16][CH:15]=1. The yield is 0.400. (2) The reactants are Br[C:2]1[CH:7]=[CH:6][C:5]([C:8](=[O:16])[CH2:9][C:10]([CH3:15])([CH3:14])[C:11]([OH:13])=[O:12])=[CH:4][CH:3]=1.[CH2:17]([C:19]1[CH:20]=[C:21](B(O)O)[CH:22]=[CH:23][C:24]=1[O:25][CH3:26])[CH3:18].CC#N. The catalyst is C1(C)C=CC=CC=1.CCO.C([O-])([O-])=O.[Na+].[Na+].O. The product is [CH2:17]([C:19]1[CH:20]=[C:21]([C:2]2[CH:7]=[CH:6][C:5]([C:8](=[O:16])[CH2:9][C:10]([CH3:15])([CH3:14])[C:11]([OH:13])=[O:12])=[CH:4][CH:3]=2)[CH:22]=[CH:23][C:24]=1[O:25][CH3:26])[CH3:18]. The yield is 0.600.